The task is: Predict the reaction yield, written as a fraction of the theoretical maximum amount of product (1.0 means a 100% yield; for example, 0.34 means a 34% yield).. This data is from Reaction yield outcomes from USPTO patents with 853,638 reactions. The reactants are C[N:2](C)/[C:3](/[CH3:14])=[CH:4]/[C:5]([C:7]1[CH:12]=[CH:11][C:10]([CH3:13])=[CH:9][CH:8]=1)=O.[NH:16]([C:18]1[CH:19]=[C:20]([CH:23]=[CH:24][N:25]=1)[C:21]#[N:22])N.CC(O)=O. The catalyst is CCO. The product is [CH3:14][C:3]1[CH:4]=[C:5]([C:7]2[CH:12]=[CH:11][C:10]([CH3:13])=[CH:9][CH:8]=2)[N:16]([C:18]2[CH:19]=[C:20]([C:21]#[N:22])[CH:23]=[CH:24][N:25]=2)[N:2]=1. The yield is 0.556.